Dataset: Full USPTO retrosynthesis dataset with 1.9M reactions from patents (1976-2016). Task: Predict the reactants needed to synthesize the given product. (1) Given the product [Cl:10][C:11]1[CH:36]=[CH:35][CH:34]=[C:33]([O:37][CH3:38])[C:12]=1[CH:13]=[CH:7][C:3]1[N:2]([CH3:1])[CH:6]=[CH:5][CH:4]=1, predict the reactants needed to synthesize it. The reactants are: [CH3:1][N:2]1[CH:6]=[CH:5][CH:4]=[C:3]1[CH:7]=O.[Cl-].[Cl:10][C:11]1[CH:36]=[CH:35][CH:34]=[C:33]([O:37][CH3:38])[C:12]=1[CH2:13][P+](C1C=CC=CC=1)(C1C=CC=CC=1)C1C=CC=CC=1. (2) The reactants are: [CH3:1][O:2][C:3](=[O:14])[C:4](=O)[CH:5](Cl)[C:6]1[CH:11]=[CH:10][CH:9]=[CH:8][CH:7]=1.[C:15]([NH2:18])(=[S:17])[CH3:16]. Given the product [CH3:1][O:2][C:3]([C:4]1[N:18]=[C:15]([CH3:16])[S:17][C:5]=1[C:6]1[CH:11]=[CH:10][CH:9]=[CH:8][CH:7]=1)=[O:14], predict the reactants needed to synthesize it. (3) Given the product [CH2:27]([NH:29][C:24]([C@H:21]1[CH2:22][CH2:23][C@H:18]([NH:17][C:12]2[N:11]=[C:10]([N:1]3[C:5]4[CH:6]=[CH:7][CH:8]=[CH:9][C:4]=4[N:3]=[N:2]3)[C:15]([Cl:16])=[CH:14][N:13]=2)[CH2:19][CH2:20]1)=[O:26])[CH3:28], predict the reactants needed to synthesize it. The reactants are: [N:1]1([C:10]2[C:15]([Cl:16])=[CH:14][N:13]=[C:12]([NH:17][C@H:18]3[CH2:23][CH2:22][C@H:21]([C:24]([OH:26])=O)[CH2:20][CH2:19]3)[N:11]=2)[C:5]2[CH:6]=[CH:7][CH:8]=[CH:9][C:4]=2[N:3]=[N:2]1.[CH2:27]([NH2:29])[CH3:28].F[P-](F)(F)(F)(F)F.N1(O[P+](N(C)C)(N(C)C)N(C)C)C2C=CC=CC=2N=N1.CCN(C(C)C)C(C)C. (4) Given the product [Cl:29][C:30]1[CH:38]=[CH:37][CH:36]=[C:35]([F:39])[C:31]=1[C:32]([NH:8][C@H:9]1[CH2:13][CH2:12][CH2:11][C@@H:10]1[NH:14][C:15]1[S:16][C:17]2[CH:23]=[C:22]([F:24])[CH:21]=[CH:20][C:18]=2[N:19]=1)=[O:33], predict the reactants needed to synthesize it. The reactants are: C1(C2C=CC=CC=2C([NH:8][C@H:9]2[CH2:13][CH2:12][CH2:11][C@@H:10]2[NH:14][C:15]2[S:16][C:17]3[CH:23]=[C:22]([F:24])[CH:21]=[CH:20][C:18]=3[N:19]=2)=O)CC1.[Cl:29][C:30]1[CH:38]=[CH:37][CH:36]=[C:35]([F:39])[C:31]=1[C:32](Cl)=[O:33].Cl.FC1C=CC2N=C(N[C@H]3CCC[C@@H]3N)SC=2C=1. (5) Given the product [Cl:1][C:2]1[CH:3]=[C:4]([N:8]2[C:12]([C:13]3[CH:18]=[C:17]([C:19]([F:22])([F:21])[F:20])[CH:16]=[C:15]([F:23])[CH:14]=3)=[CH:11][C:10]([C:24]([OH:26])=[O:25])=[N:9]2)[CH:5]=[CH:6][CH:7]=1, predict the reactants needed to synthesize it. The reactants are: [Cl:1][C:2]1[CH:3]=[C:4]([N:8]2[C:12]([C:13]3[CH:18]=[C:17]([C:19]([F:22])([F:21])[F:20])[CH:16]=[C:15]([F:23])[CH:14]=3)=[CH:11][C:10]([C:24]([O:26]CC)=[O:25])=[N:9]2)[CH:5]=[CH:6][CH:7]=1.ClC1C=C(N2C(C3C=C(F)C=C(Cl)C=3)=CC(C(O)=O)=N2)C=CC=1F.